This data is from Experimentally validated miRNA-target interactions with 360,000+ pairs, plus equal number of negative samples. The task is: Binary Classification. Given a miRNA mature sequence and a target amino acid sequence, predict their likelihood of interaction. (1) The miRNA is hsa-miR-195-3p with sequence CCAAUAUUGGCUGUGCUGCUCC. The protein sequence of the target gene is MLQKPRNRGRSGGQAERDRDWSHSGNPGASRAGEDARVLRDGFAEEAPSTSRGPGGSQGSQGPSPQGARRAQAAPAVGPRSQKQLELKVSELVQFLLIKDQKKIPIKRADILKHVIGDYKDIFPDLFKRAAERLQYVFGYKLVELEPKSNTYILINTLEPVEEDAEMRGDQGTPTTGLLMIVLGLIFMKGNTIKETEAWDFLRRLGVYPTKKHLIFGDPKKLITEDFVRQRYLEYRRIPHTDPVDYEFQWGPRTNLETSKMKVLKFVAKVHNQDPKDWPAQYCEALADEENRARPQPSGP.... Result: 0 (no interaction). (2) The miRNA is hsa-miR-499a-5p with sequence UUAAGACUUGCAGUGAUGUUU. The protein sequence of the target gene is MSLSRSEEMHRLTENVYKTIMEQFNPSLRNFIAMGKNYEKALAGVTFAAKGYFDALVKMGELASESQGSKELGDVLFQMAEVHRQIQNQLEETLKSFHNELLTQLEQKVELDSRYLSAALKKYQTEQRSKGDALDKCQAELKKLRKKSQGSKNPQKYSDKELQYIDAISNKQGELENYVSDGYKTALTEERRRFCFLVEKQCAVAKNSAAYHSKGKELLAQKLPLWQQACADPNKIPDRAVQLMQQMANSNGSILPSALSASKSNLVISDPIPGAKPLPVPPELAPFVGRMSAQENVPVM.... Result: 0 (no interaction). (3) The miRNA is mmu-miR-429-3p with sequence UAAUACUGUCUGGUAAUGCCGU. The protein sequence of the target gene is MADERKDEGKAPHWTSASLTEAAAHPHSPEMKDQGGAGEGLSRNANGFPYREEEEGAFGEHRSQGTYSDTKENGINGELTSADRETAEEVSARIVQVVTAEAVAVLKGEQEKEAQHKDQPAALPLAAEETANLPPSPPPSPASEQTATVEEDLLTASKMEFPEQEKFPSSFAEPLDKGEMEFKMPSKPGEDFEHAALVPDTSKTPQDKKDLQGMEGEKLPPVPFAQTFGTNLEDRKQSTEPSIVMPSIGLSAEPPAPKEPKDWFIEMPTESKKDEWGLAAPISPGPLTPMREKDVLEDIP.... Result: 1 (interaction). (4) The miRNA is mmu-miR-24-3p with sequence UGGCUCAGUUCAGCAGGAACAG. The protein sequence of the target gene is MAHRGGERDFQTSARRMGTSLLFQLSVHERELDLVFLDHSYAKPWSAHPDASSARPTRMLFVTPRRQQENTIESDVPIDVETVTATPVPLYDNQKARSVMNECERHVIFARTDADAPPPPEDWEEHVNRTGWTVAQNKLFNKILKALQSDRLARLANEGACNEPVLRRVAVDKCARRVRQALASVSWDTKLTQWLHTTLVETLSLPMLAAYLDALQTLKGKIPTLIDRMLVSSNTKTGAAGAEALSLLLKRPWDPAVGVLSHNKPSKLPGSPLILIVSSGPSSSVFPASRRHRFWQSQLS.... Result: 1 (interaction).